This data is from Peptide-MHC class I binding affinity with 185,985 pairs from IEDB/IMGT. The task is: Regression. Given a peptide amino acid sequence and an MHC pseudo amino acid sequence, predict their binding affinity value. This is MHC class I binding data. The MHC is HLA-A02:03 with pseudo-sequence HLA-A02:03. The peptide sequence is RLSLTALSA. The binding affinity (normalized) is 0.513.